This data is from Full USPTO retrosynthesis dataset with 1.9M reactions from patents (1976-2016). The task is: Predict the reactants needed to synthesize the given product. (1) The reactants are: [CH3:1][O:2][C:3]1[CH:26]=[C:25]([O:27][CH3:28])[CH:24]=[CH:23][C:4]=1[CH2:5][NH:6][C:7]1[C:16]2[C:11](=[C:12]([C:18]([O:20][CH2:21][CH3:22])=[O:19])[CH:13]=[C:14](I)[CH:15]=2)[N:10]=[CH:9][N:8]=1.[C:29]([Si:33]([CH3:39])([CH3:38])[O:34][CH2:35][C:36]#[CH:37])([CH3:32])([CH3:31])[CH3:30]. Given the product [Si:33]([O:34][CH2:35][C:36]#[C:37][C:14]1[CH:15]=[C:16]2[C:11](=[C:12]([C:18]([O:20][CH2:21][CH3:22])=[O:19])[CH:13]=1)[N:10]=[CH:9][N:8]=[C:7]2[NH:6][CH2:5][C:4]1[CH:23]=[CH:24][C:25]([O:27][CH3:28])=[CH:26][C:3]=1[O:2][CH3:1])([C:29]([CH3:30])([CH3:31])[CH3:32])([CH3:38])[CH3:39], predict the reactants needed to synthesize it. (2) The reactants are: O[CH2:2][CH:3]1[CH2:7][N:6]([C:8]2[CH:9]=[N:10][N:11]3[CH2:16][C@H:15]([CH3:17])[N:14]([C:18]([O:20][C:21]([CH3:24])([CH3:23])[CH3:22])=[O:19])[CH2:13][C:12]=23)[C:5](=[O:25])[CH2:4]1.CCN(C(C)C)C(C)C.CS(OS(C)(=O)=O)(=O)=O.[NH:44]1[CH:48]=[CH:47][CH:46]=[N:45]1.C([O-])([O-])=O.[Cs+].[Cs+]. Given the product [N:44]1([CH2:2][CH:3]2[CH2:7][N:6]([C:8]3[CH:9]=[N:10][N:11]4[CH2:16][C@H:15]([CH3:17])[N:14]([C:18]([O:20][C:21]([CH3:23])([CH3:24])[CH3:22])=[O:19])[CH2:13][C:12]=34)[C:5](=[O:25])[CH2:4]2)[CH:48]=[CH:47][CH:46]=[N:45]1, predict the reactants needed to synthesize it.